From a dataset of Reaction yield outcomes from USPTO patents with 853,638 reactions. Predict the reaction yield, written as a fraction of the theoretical maximum amount of product (1.0 means a 100% yield; for example, 0.34 means a 34% yield). The reactants are [CH3:1][O:2][C:3]1[CH:4]=[C:5]([NH:12]C(=O)C)[CH:6]=[CH:7][C:8]=1[N+:9]([O-:11])=[O:10].C(=O)([O-])[O-].[K+].[K+]. The catalyst is Cl. The product is [CH3:1][O:2][C:3]1[CH:4]=[C:5]([NH2:12])[CH:6]=[CH:7][C:8]=1[N+:9]([O-:11])=[O:10]. The yield is 1.00.